Dataset: Full USPTO retrosynthesis dataset with 1.9M reactions from patents (1976-2016). Task: Predict the reactants needed to synthesize the given product. (1) The reactants are: [CH3:1][O:2][C:3]1[CH:4]=[CH:5][C:6]2[N:7]([N:9]=[C:10]([C:23]3[CH:28]=[CH:27][C:26]([O:29][CH3:30])=[CH:25][CH:24]=3)[C:11]=2[CH2:12][C:13]2[N:18]=[C:17]([C:19]([O:21]C)=[O:20])[CH:16]=[CH:15][CH:14]=2)[CH:8]=1.[OH-].[Na+].Cl. Given the product [CH3:1][O:2][C:3]1[CH:4]=[CH:5][C:6]2[N:7]([N:9]=[C:10]([C:23]3[CH:24]=[CH:25][C:26]([O:29][CH3:30])=[CH:27][CH:28]=3)[C:11]=2[CH2:12][C:13]2[N:18]=[C:17]([C:19]([OH:21])=[O:20])[CH:16]=[CH:15][CH:14]=2)[CH:8]=1, predict the reactants needed to synthesize it. (2) The reactants are: [Cl:1][C:2]1[CH:7]=[CH:6][C:5]([N:8]2[CH2:17][CH2:16][C:11]3([O:15][CH2:14][CH2:13][O:12]3)[CH2:10][CH2:9]2)=[CH:4][C:3]=1[O:18][CH3:19].[Cl:20]N1C(=O)CCC1=O.O.[OH-].[Na+]. Given the product [Cl:20][C:6]1[CH:7]=[C:2]([Cl:1])[C:3]([O:18][CH3:19])=[CH:4][C:5]=1[N:8]1[CH2:9][CH2:10][C:11]2([O:15][CH2:14][CH2:13][O:12]2)[CH2:16][CH2:17]1, predict the reactants needed to synthesize it. (3) Given the product [CH2:22]([O:21][C:19]([C:18]1[C:17]([CH3:24])=[N:1][C:2]2[C:3]([C:4]=1[NH2:5])=[C:6]([O:10][CH:11]1[CH2:12][CH2:13][CH2:14][CH2:15]1)[CH:7]=[CH:8][CH:9]=2)=[O:20])[CH3:23], predict the reactants needed to synthesize it. The reactants are: [NH2:1][C:2]1[CH:9]=[CH:8][CH:7]=[C:6]([O:10][CH:11]2[CH2:15][CH2:14][CH2:13][CH2:12]2)[C:3]=1[C:4]#[N:5].O=[C:17]([CH3:24])[CH2:18][C:19]([O:21][CH2:22][CH3:23])=[O:20]. (4) Given the product [F:13][C:14]1[CH:19]=[CH:18][C:17]([S:20]([N:23]2[C:27]([C:28]3[CH:33]=[CH:32][CH:31]=[CH:30][CH:29]=3)=[CH:26][C:25]([CH:34]=[O:35])=[CH:24]2)(=[O:21])=[O:22])=[C:16]([CH3:39])[CH:15]=1, predict the reactants needed to synthesize it. The reactants are: FC1C=CC(S(Cl)(=O)=O)=C(C)C=1.[F:13][C:14]1[CH:19]=[CH:18][C:17]([S:20]([N:23]2[C:27]([C:28]3[CH:33]=[CH:32][CH:31]=[CH:30][CH:29]=3)=[CH:26][C:25]([C:34](OCC)=[O:35])=[CH:24]2)(=[O:22])=[O:21])=[C:16]([CH3:39])[CH:15]=1. (5) Given the product [Cl:29][C:24]1[CH:25]=[CH:26][CH:27]=[CH:28][C:23]=1[C:16]1[CH:17]=[CH:18][CH:19]=[C:20]2[C:15]=1[O:14][C@@H:13]([CH2:12][N:30]=[N+:31]=[N-:32])[CH2:22][CH2:21]2, predict the reactants needed to synthesize it. The reactants are: CC1C=CC(S(O[CH2:12][C@H:13]2[CH2:22][CH2:21][C:20]3[C:15](=[C:16]([C:23]4[CH:28]=[CH:27][CH:26]=[CH:25][C:24]=4[Cl:29])[CH:17]=[CH:18][CH:19]=3)[O:14]2)(=O)=O)=CC=1.[N-:30]=[N+:31]=[N-:32].[Na+]. (6) Given the product [CH:26]1([N:24]([CH3:25])[C:22](=[O:23])[CH2:21][CH:18]2[C:14]3[CH:15]=[N:16][CH:17]=[C:12]([C:3]4[CH:4]=[CH:5][C:6]([C:8]([F:11])([F:9])[F:10])=[CH:7][C:2]=4[F:1])[C:13]=3[CH2:20][CH2:19]2)[CH2:30][CH2:29]1, predict the reactants needed to synthesize it. The reactants are: [F:1][C:2]1[CH:7]=[C:6]([C:8]([F:11])([F:10])[F:9])[CH:5]=[CH:4][C:3]=1[C:12]1[C:13]2[CH2:20][CH2:19][CH:18]([CH2:21][C:22]([N:24]([CH3:26])[CH3:25])=[O:23])[C:14]=2[CH:15]=[N:16][CH:17]=1.CN[CH:29]1C[CH2:30]1. (7) Given the product [CH3:1][O:2][C:3](=[O:26])[CH:4]([C:9]1[CH:10]=[C:11]([C:16]2[CH:17]=[CH:18][C:19]([C:22]([F:23])([F:25])[F:24])=[CH:20][CH:21]=2)[CH:12]=[C:13]([O:15][C:30]2[CH:29]=[C:28]([F:27])[C:33]([F:34])=[C:32]([F:35])[CH:31]=2)[CH:14]=1)[CH2:5][CH:6]([CH3:8])[CH3:7], predict the reactants needed to synthesize it. The reactants are: [CH3:1][O:2][C:3](=[O:26])[CH:4]([C:9]1[CH:10]=[C:11]([C:16]2[CH:21]=[CH:20][C:19]([C:22]([F:25])([F:24])[F:23])=[CH:18][CH:17]=2)[CH:12]=[C:13]([OH:15])[CH:14]=1)[CH2:5][CH:6]([CH3:8])[CH3:7].[F:27][C:28]1[CH:29]=[C:30](B(O)O)[CH:31]=[C:32]([F:35])[C:33]=1[F:34]. (8) The reactants are: [Br:1][C:2]1[N:7]2[CH:8]=[CH:9][N:10]=[C:6]2[C:5](Br)=[N:4][CH:3]=1.[CH:12]1([NH2:18])[CH2:17][CH2:16][CH2:15][CH2:14][CH2:13]1.C(N(C(C)C)CC)(C)C. Given the product [Br:1][C:2]1[N:7]2[CH:8]=[CH:9][N:10]=[C:6]2[C:5]([NH:18][CH:12]2[CH2:17][CH2:16][CH2:15][CH2:14][CH2:13]2)=[N:4][CH:3]=1, predict the reactants needed to synthesize it.